From a dataset of Reaction yield outcomes from USPTO patents with 853,638 reactions. Predict the reaction yield, written as a fraction of the theoretical maximum amount of product (1.0 means a 100% yield; for example, 0.34 means a 34% yield). The reactants are [N+:1]([C:4]1[CH:5]=[C:6](/[CH:10]=[CH:11]/[C:12]2[CH:17]=[CH:16][N:15]=[CH:14][CH:13]=2)[CH:7]=[CH:8][CH:9]=1)([O-])=O.O.O.[Sn](Cl)Cl. The catalyst is CCO. The product is [N:15]1[CH:16]=[CH:17][C:12](/[CH:11]=[CH:10]/[C:6]2[CH:5]=[C:4]([NH2:1])[CH:9]=[CH:8][CH:7]=2)=[CH:13][CH:14]=1. The yield is 0.730.